From a dataset of Forward reaction prediction with 1.9M reactions from USPTO patents (1976-2016). Predict the product of the given reaction. Given the reactants [Br:1][C:2]1[C:7]([CH3:8])=[CH:6][C:5]([O:9]C)=[C:4]([CH3:11])[C:3]=1[CH3:12].Br, predict the reaction product. The product is: [Br:1][C:2]1[C:7]([CH3:8])=[CH:6][C:5]([OH:9])=[C:4]([CH3:11])[C:3]=1[CH3:12].